This data is from Reaction yield outcomes from USPTO patents with 853,638 reactions. The task is: Predict the reaction yield, written as a fraction of the theoretical maximum amount of product (1.0 means a 100% yield; for example, 0.34 means a 34% yield). (1) The reactants are C([O:3][C:4]([C:6]1[CH:10]=[C:9]([CH3:11])[N:8]([C:12]2[CH:17]=[CH:16][CH:15]=[CH:14][CH:13]=2)[N:7]=1)=O)C.CC(C[AlH]CC(C)C)C.CCCCCC.C(OCC)(=O)C. The catalyst is C(Cl)Cl.O.CO. The product is [CH:4]([C:6]1[CH:10]=[C:9]([CH3:11])[N:8]([C:12]2[CH:17]=[CH:16][CH:15]=[CH:14][CH:13]=2)[N:7]=1)=[O:3]. The yield is 0.817. (2) The reactants are CC(O[CH2:6][C:7]1[C:11]([C:12]([O:14][CH3:15])=[O:13])=[C:10]([CH:16]([CH3:18])[CH3:17])[O:9][N:8]=1)(C)C.FC(F)(F)C(O)=O.OCC1C(C(OC)=O)=C(C(C)C)ON=1.C(Br)(Br)(Br)[Br:41].C1(P(C2C=CC=CC=2)C2C=CC=CC=2)C=CC=CC=1. The catalyst is ClCCl.CCCCCC. The product is [Br:41][CH2:6][C:7]1[C:11]([C:12]([O:14][CH3:15])=[O:13])=[C:10]([CH:16]([CH3:18])[CH3:17])[O:9][N:8]=1. The yield is 0.570. (3) The reactants are I[C:2]1[CH:10]=[N:9][CH:8]=[CH:7][C:3]=1[C:4]([OH:6])=[O:5].C(=O)([O-])[O-].[K+].[K+].[F:17][C:18]1[CH:19]=[CH:20][C:21]([CH3:37])=[C:22]([N:24]2[C:28]([NH2:29])=[C:27]([C:30]3[CH:35]=[CH:34][CH:33]=[CH:32][CH:31]=3)[C:26]([CH3:36])=[N:25]2)[CH:23]=1.C1(C(C(C)=O)C#N)C=CC=CC=1. The yield is 0.100. The catalyst is CN(C=O)C.C([O-])(=O)C.[Cu+2].C([O-])(=O)C. The product is [F:17][C:18]1[CH:19]=[CH:20][C:21]([CH3:37])=[C:22]([N:24]2[C:28]([NH:29][C:2]3[CH:10]=[N:9][CH:8]=[CH:7][C:3]=3[C:4]([OH:6])=[O:5])=[C:27]([C:30]3[CH:35]=[CH:34][CH:33]=[CH:32][CH:31]=3)[C:26]([CH3:36])=[N:25]2)[CH:23]=1. (4) The reactants are Cl[C:2]1[C:11]2[C:6](=[CH:7][C:8]([I:12])=[CH:9][CH:10]=2)[N:5]=[C:4]([C:13]([O:15][CH2:16][CH3:17])=[O:14])[N:3]=1.[I-].[K+].CCN(C(C)C)C(C)C.[NH:29]1[CH:33]=[CH:32][C:31]([NH2:34])=[N:30]1. The catalyst is CN(C=O)C.O. The product is [NH:29]1[CH:33]=[CH:32][C:31]([NH:34][C:2]2[C:11]3[C:6](=[CH:7][C:8]([I:12])=[CH:9][CH:10]=3)[N:5]=[C:4]([C:13]([O:15][CH2:16][CH3:17])=[O:14])[N:3]=2)=[N:30]1. The yield is 0.840. (5) The reactants are C(OC(=O)[NH:7][C:8]1([C:12]2[CH:17]=[CH:16][C:15]([C:18]3[N:22]4[C:23]5[CH:35]=[CH:34][CH:33]=[N:32][C:24]=5[NH:25][C:26]5[CH:31]=[CH:30][CH:29]=[CH:28][C:27]=5[C:21]4=[N:20][C:19]=3[C:36]3[CH:41]=[CH:40][C:39]([S:42]([CH3:45])(=[O:44])=[O:43])=[CH:38][CH:37]=3)=[CH:14][CH:13]=2)[CH2:11][CH2:10][CH2:9]1)(C)(C)C.Cl.O1CCOCC1. The catalyst is CO. The product is [CH3:45][S:42]([C:39]1[CH:40]=[CH:41][C:36]([C:19]2[N:20]=[C:21]3[C:27]4[CH:28]=[CH:29][CH:30]=[CH:31][C:26]=4[NH:25][C:24]4[N:32]=[CH:33][CH:34]=[CH:35][C:23]=4[N:22]3[C:18]=2[C:15]2[CH:14]=[CH:13][C:12]([C:8]3([NH2:7])[CH2:11][CH2:10][CH2:9]3)=[CH:17][CH:16]=2)=[CH:37][CH:38]=1)(=[O:43])=[O:44]. The yield is 0.720.